This data is from Reaction yield outcomes from USPTO patents with 853,638 reactions. The task is: Predict the reaction yield, written as a fraction of the theoretical maximum amount of product (1.0 means a 100% yield; for example, 0.34 means a 34% yield). (1) The reactants are [NH2:1][C:2](=[O:31])/[CH:3]=[CH:4]/[C:5]1[CH:30]=[CH:29][CH:28]=[CH:27][C:6]=1[C:7]([N:9]1[CH2:26][CH2:25][C:12]2([CH2:17][CH2:16][N:15](C(OC(C)(C)C)=O)[CH2:14][CH2:13]2)[CH2:11][CH2:10]1)=[O:8].Cl. The catalyst is CO. The product is [CH2:25]1[C:12]2([CH2:13][CH2:14][NH:15][CH2:16][CH2:17]2)[CH2:11][CH2:10][N:9]([C:7]([C:6]2[CH:27]=[CH:28][CH:29]=[CH:30][C:5]=2/[CH:4]=[CH:3]/[C:2]([NH2:1])=[O:31])=[O:8])[CH2:26]1. The yield is 0.370. (2) The reactants are Br[C:2]1[C:3]([CH3:12])=[C:4]2[CH:11]=[CH:10][NH:9][C:5]2=[N:6][C:7]=1[CH3:8].N#N.[CH3:15][N:16](C)C(=O)C. The catalyst is C(OCC)(=O)C.[Zn].C([O-])(=O)C.[Zn+2].C([O-])(=O)C.C1(P(C2C=CC=CC=2)[C-]2C=CC=C2)C=CC=CC=1.[C-]1(P(C2C=CC=CC=2)C2C=CC=CC=2)C=CC=C1.[Fe+2].[C-]#N.[C-]#N.[Zn+2].C1C=CC(/C=C/C(/C=C/C2C=CC=CC=2)=O)=CC=1.C1C=CC(/C=C/C(/C=C/C2C=CC=CC=2)=O)=CC=1.C1C=CC(/C=C/C(/C=C/C2C=CC=CC=2)=O)=CC=1.[Pd].[Pd]. The product is [CH3:12][C:3]1[C:2]([C:15]#[N:16])=[C:7]([CH3:8])[N:6]=[C:5]2[NH:9][CH:10]=[CH:11][C:4]=12. The yield is 0.670. (3) The catalyst is CO. The yield is 0.770. The reactants are Cl.[CH2:2]([O:9][C:10]1[CH:15]=[CH:14][N:13]([C:16]2[CH:24]=[C:23]3[C:19]([C:20]4[CH2:29][CH2:28][NH:27][CH:26]([CH3:30])[C:21]=4[N:22]3[CH3:25])=[CH:18][CH:17]=2)[C:12](=[O:31])[CH:11]=1)[C:3]1[CH:8]=[CH:7][CH:6]=[CH:5][CH:4]=1.C=O.[BH-](OC(C)=O)(OC(C)=O)O[C:36](C)=O.[Na+]. The product is [CH2:2]([O:9][C:10]1[CH:15]=[CH:14][N:13]([C:16]2[CH:24]=[C:23]3[C:19]([C:20]4[CH2:29][CH2:28][N:27]([CH3:36])[CH:26]([CH3:30])[C:21]=4[N:22]3[CH3:25])=[CH:18][CH:17]=2)[C:12](=[O:31])[CH:11]=1)[C:3]1[CH:4]=[CH:5][CH:6]=[CH:7][CH:8]=1. (4) The reactants are [C:1]([C:3]1[C:4]([Cl:19])=[C:5]([CH:14]=[C:15]([F:18])[C:16]=1[Cl:17])[C:6]([CH2:8][C:9]([O:11][CH2:12][CH3:13])=[O:10])=[O:7])#[N:2].[CH:20](OCC)(OCC)OCC.C(OC(=O)C)(=O)C.[CH:37]1([NH2:40])[CH2:39][CH2:38]1. No catalyst specified. The product is [C:1]([C:3]1[C:4]([Cl:19])=[C:5]([CH:14]=[C:15]([F:18])[C:16]=1[Cl:17])[C:6]([C:8](=[CH:20][NH:40][CH:37]1[CH2:39][CH2:38]1)[C:9]([O:11][CH2:12][CH3:13])=[O:10])=[O:7])#[N:2]. The yield is 0.701. (5) The reactants are [NH:1]1[C:9]2[C:4](=[CH:5][C:6]([NH:10][C:11]3[CH:16]=[CH:15][N:14]=[C:13]([C:17]4[CH:18]=[C:19]([CH:25]=[CH:26][CH:27]=4)[O:20][CH2:21][C:22](O)=[O:23])[N:12]=3)=[CH:7][CH:8]=2)[CH:3]=[N:2]1.[C:28]([O:32][C:33]([N:35]1[CH2:39][CH2:38][CH:37]([NH2:40])[CH2:36]1)=[O:34])([CH3:31])([CH3:30])[CH3:29].CN(C(ON1N=NC2C=CC=NC1=2)=[N+](C)C)C.F[P-](F)(F)(F)(F)F.CCN(CC)CC. The catalyst is CN(C=O)C.O. The product is [NH:1]1[C:9]2[C:4](=[CH:5][C:6]([NH:10][C:11]3[CH:16]=[CH:15][N:14]=[C:13]([C:17]4[CH:18]=[C:19]([CH:25]=[CH:26][CH:27]=4)[O:20][CH2:21][C:22]([NH:40][C@H:37]4[CH2:38][CH2:39][N:35]([C:33]([O:32][C:28]([CH3:31])([CH3:29])[CH3:30])=[O:34])[CH2:36]4)=[O:23])[N:12]=3)=[CH:7][CH:8]=2)[CH:3]=[N:2]1. The yield is 0.500. (6) The reactants are [F:1][C:2]1[CH:7]=[CH:6][C:5]([C:8]2[C:9](B(O)O)=[CH:10][C:11]3[O:15][CH2:14][O:13][C:12]=3[CH:16]=2)=[CH:4][CH:3]=1.Br[C:21]1[CH:26]=[CH:25][C:24]([S:27]([NH2:30])(=[O:29])=[O:28])=[CH:23][CH:22]=1.C([O-])([O-])=O.[Na+].[Na+]. The catalyst is C1(C)C=CC=CC=1.C(O)C.C1C=CC([P]([Pd]([P](C2C=CC=CC=2)(C2C=CC=CC=2)C2C=CC=CC=2)([P](C2C=CC=CC=2)(C2C=CC=CC=2)C2C=CC=CC=2)[P](C2C=CC=CC=2)(C2C=CC=CC=2)C2C=CC=CC=2)(C2C=CC=CC=2)C2C=CC=CC=2)=CC=1. The product is [F:1][C:2]1[CH:7]=[CH:6][C:5]([C:8]2[C:9]([C:21]3[CH:26]=[CH:25][C:24]([S:27]([NH2:30])(=[O:29])=[O:28])=[CH:23][CH:22]=3)=[CH:10][C:11]3[O:15][CH2:14][O:13][C:12]=3[CH:16]=2)=[CH:4][CH:3]=1. The yield is 0.760. (7) The reactants are [CH3:1][NH:2][S:3]([NH:6][CH2:7][C:8]([O:10]CC)=O)(=[O:5])=[O:4].O(C(C)(C)C)[K]. The catalyst is CN(C=O)C. The product is [CH3:1][N:2]1[C:8](=[O:10])[CH2:7][NH:6][S:3]1(=[O:5])=[O:4]. The yield is 0.540. (8) The reactants are [C:1]([O:4][C:5]1[C:6](=[CH:10][CH:11]=[CH:12][CH:13]=1)[C:7]([OH:9])=[O:8])(=[O:3])[CH3:2].OC1C2N=NNC=2C=CC=1.C1CCC(N=C=NC2CCCCC2)CC1.O[C:40]1[CH:45]=[CH:44][C:43]([C:46]2[S:50][S:49][C:48](=[S:51])[CH:47]=2)=[CH:42][CH:41]=1. The catalyst is CN(C)C=O.C(OCC)(=O)C. The product is [C:1]([O:4][C:5]1[CH:13]=[CH:12][CH:11]=[CH:10][C:6]=1[C:7]([O:9][C:40]1[CH:41]=[CH:42][C:43]([C:46]2[S:50][S:49][C:48](=[S:51])[CH:47]=2)=[CH:44][CH:45]=1)=[O:8])(=[O:3])[CH3:2]. The yield is 0.400. (9) The reactants are [Si]([O:8][CH2:9][CH2:10][N:11]1[CH:15]=[C:14]([C:16]2[CH:17]=[C:18]3[C:23](=[CH:24][CH:25]=2)[N:22]([C:26](=[O:28])[CH3:27])[C@@H:21]([CH:29]2[CH2:31][CH2:30]2)[C@H:20]([CH3:32])[C@H:19]3[NH:33][C:34]2[CH:39]=[CH:38][CH:37]=[CH:36][N:35]=2)[CH:13]=[N:12]1)(C(C)(C)C)(C)C.CCCC[N+](CCCC)(CCCC)CCCC.[F-]. The catalyst is O1CCCC1.O.C(Cl)Cl. The product is [CH:29]1([C@H:21]2[C@H:20]([CH3:32])[C@@H:19]([NH:33][C:34]3[CH:39]=[CH:38][CH:37]=[CH:36][N:35]=3)[C:18]3[C:23](=[CH:24][CH:25]=[C:16]([C:14]4[CH:13]=[N:12][N:11]([CH2:10][CH2:9][OH:8])[CH:15]=4)[CH:17]=3)[N:22]2[C:26](=[O:28])[CH3:27])[CH2:30][CH2:31]1. The yield is 0.830. (10) The reactants are C(Cl)(=O)C(Cl)=O.[CH3:7][S:8]([CH3:10])=O.[F:11][C:12]1[CH:17]=[CH:16][C:15]([CH:18]([OH:29])[CH2:19][N:20]2[C:24]([CH3:25])=[CH:23][CH:22]=[C:21]2[C:26]([OH:28])=[O:27])=[CH:14][CH:13]=1.C(N(CC)CC)C. The catalyst is C(Cl)Cl. The product is [F:11][C:12]1[CH:13]=[CH:14][C:15]([C:18](=[O:29])[CH2:19][N:20]2[C:24]([CH3:25])=[CH:23][CH:22]=[C:21]2[C:26]([O:28][CH2:7][S:8][CH3:10])=[O:27])=[CH:16][CH:17]=1. The yield is 0.620.